The task is: Predict the reaction yield, written as a fraction of the theoretical maximum amount of product (1.0 means a 100% yield; for example, 0.34 means a 34% yield).. This data is from Reaction yield outcomes from USPTO patents with 853,638 reactions. The yield is 0.520. The reactants are C1(P(C2C=CC=CC=2)C2C=CC=CC=2)C=CC=CC=1.C(OC([CH:27]1[CH2:32][NH:31][CH2:30][CH2:29][N:28]1[CH:33](O)[CH3:34])=O)(C)(C)C.CCOC(/N=N/C(OCC)=O)=O.O1CCCCC1[N:54]1[C:62]2[C:57](=[CH:58][C:59]([C:63]3[N:67]=[CH:66][N:65](C(C4C=CC=CC=4)(C4C=CC=CC=4)C4C=CC=CC=4)[N:64]=3)=[CH:60][CH:61]=2)[C:56]([C:87]2[CH:88]=[C:89]([OH:93])[CH:90]=[CH:91][CH:92]=2)=[N:55]1.Cl. The catalyst is O1CCCC1. The product is [NH:64]1[C:63]([C:59]2[CH:58]=[C:57]3[C:62](=[CH:61][CH:60]=2)[NH:54][N:55]=[C:56]3[C:87]2[CH:92]=[CH:91][CH:90]=[C:89]([O:93][CH2:34][CH2:33][N:28]3[CH2:27][CH2:32][NH:31][CH2:30][CH2:29]3)[CH:88]=2)=[N:67][CH:66]=[N:65]1.